Dataset: Blood-brain barrier permeability classification from the B3DB database. Task: Regression/Classification. Given a drug SMILES string, predict its absorption, distribution, metabolism, or excretion properties. Task type varies by dataset: regression for continuous measurements (e.g., permeability, clearance, half-life) or binary classification for categorical outcomes (e.g., BBB penetration, CYP inhibition). Dataset: b3db_classification. (1) The drug is CC(=O)OCCN1CCN(CCCN2c3ccccc3Sc3ccc(Cl)cc32)CC1. The result is 1 (penetrates BBB). (2) The compound is CN1CCN([C@H]2Cc3ccccc3Sc3ccc(Cl)cc32)CC1. The result is 1 (penetrates BBB). (3) The molecule is NC(=O)N1c2ccccc2[C@H]2O[C@@H]2c2ccccc21. The result is 1 (penetrates BBB). (4) The molecule is c1csc(Cc2ccccc2OC[C@@H]2CNCCO2)c1. The result is 1 (penetrates BBB). (5) The result is 0 (does not penetrate BBB). The molecule is CCCCCN(C)CCC(O)([P+](=O)O)P(=O)(O)O. (6) The drug is CN1CCN2c3ccccc3Cn3cccc3[C@@H]2C1. The result is 1 (penetrates BBB). (7) The molecule is ClC(=Cn1cncn1)c1ccc(Cl)cc1Cl. The result is 1 (penetrates BBB). (8) The compound is C[C@H]1CN2CC(=O)Nc3ccc(Cl)cc3C2(c2ccccc2)O1. The result is 1 (penetrates BBB).